Dataset: Forward reaction prediction with 1.9M reactions from USPTO patents (1976-2016). Task: Predict the product of the given reaction. (1) Given the reactants Cl.Cl[CH2:3][CH2:4][CH2:5][N:6]1[CH2:11][CH2:10][CH2:9][CH2:8][CH2:7]1.[CH3:12][O:13][C:14]([C@@H:16]1[CH2:43][C@@H:42]2[CH2:44][N:17]1[C:18](=[O:53])[C@H:19]([C:49]([CH3:52])([CH3:51])[CH3:50])[NH:20][C:21](=[O:48])[O:22][C@@H:23]1[CH2:47][CH2:46][CH2:45][C@H:24]1[CH2:25][CH2:26][CH2:27][CH2:28][CH2:29][C:30]1[C:31]([O:41]2)=[N:32][C:33]2[CH:34]=[CH:35][CH:36]=[CH:37][C:38]=2[C:39]=1[OH:40])=[O:15], predict the reaction product. The product is: [CH3:12][O:13][C:14]([C@@H:16]1[CH2:43][C@@H:42]2[CH2:44][N:17]1[C:18](=[O:53])[C@H:19]([C:49]([CH3:51])([CH3:50])[CH3:52])[NH:20][C:21](=[O:48])[O:22][C@@H:23]1[CH2:47][CH2:46][CH2:45][C@H:24]1[CH2:25][CH2:26][CH2:27][CH2:28][CH2:29][C:30]1[C:31]([O:41]2)=[N:32][C:33]2[CH:34]=[CH:35][CH:36]=[CH:37][C:38]=2[C:39]=1[O:40][CH2:3][CH2:4][CH2:5][N:6]1[CH2:11][CH2:10][CH2:9][CH2:8][CH2:7]1)=[O:15]. (2) Given the reactants C([C:6]1[CH:14]=[CH:13][C:9]([C:10]([OH:12])=O)=[CH:8][C:7]=1[O:15][CH3:16])(=O)CCC.CN(C=[O:21])C.[C:22](Cl)(=[O:26])[C:23](Cl)=O.[NH2:28][C:29]1[S:30][CH:31]=[C:32]([C:34]2[CH:39]=[CH:38][C:37]([Cl:40])=[CH:36][CH:35]=2)[N:33]=1.N1[CH:46]=[CH:45]C=CC=1, predict the reaction product. The product is: [Cl:40][C:37]1[CH:36]=[CH:35][C:34]([C:32]2[N:33]=[C:29]([NH:28][C:10]([C:9]3[CH:13]=[CH:14][C:6]([O:21][C:22](=[O:26])[CH2:23][CH2:45][CH3:46])=[C:7]([O:15][CH3:16])[CH:8]=3)=[O:12])[S:30][CH:31]=2)=[CH:39][CH:38]=1. (3) Given the reactants Cl[C:2]1C(C(N)=O)=CN=[C:4](Cl)[CH:3]=1.[F:12][C:13]([F:30])([F:29])[C:14]1[CH:15]=[C:16]([CH:26]=[CH:27][CH:28]=1)[O:17]OC1C=CC(O)=CC=1.[C:31](OC(=O)N[C@H]1CCNC1)(C)(C)[CH3:32].[C:44]([OH:48])(=O)[CH:45]=[CH2:46].[C:49]([C:52]1[CH:53]=[CH:54][C:55]([C:72]2[CH2:77][CH2:76][N:75]([C:78]([O:80]C(C)(C)C)=O)[CH2:74]C=2)=[N:56][C:57]=1NC1C=CC(CCN2CCCC2)=CC=1)(=[O:51])[NH2:50], predict the reaction product. The product is: [C:78]([N:75]1[CH2:76][CH2:77][CH:72]([C:55]2[CH:54]=[C:53]([O:48][C:44]3[CH:45]=[CH:46][C:4]([O:17][C:16]4[CH:26]=[CH:27][CH:28]=[C:14]([C:13]([F:12])([F:29])[F:30])[CH:15]=4)=[CH:3][CH:2]=3)[C:52]([C:49]([NH2:50])=[O:51])=[CH:57][N:56]=2)[CH2:74]1)(=[O:80])[CH:31]=[CH2:32]. (4) Given the reactants [CH3:1][O:2][C:3]1[CH:4]=[C:5]([CH:7]=[CH:8][C:9]=1[C:10]1[O:14][CH:13]=[N:12][CH:11]=1)[NH2:6].[S:15]1[CH:19]=[CH:18][CH:17]=[C:16]1[CH:20]=O, predict the reaction product. The product is: [S:15]1[CH:19]=[CH:18][CH:17]=[C:16]1[CH:20]=[N:6][C:5]1[CH:7]=[CH:8][C:9]([C:10]2[O:14][CH:13]=[N:12][CH:11]=2)=[C:3]([O:2][CH3:1])[CH:4]=1. (5) Given the reactants C[O:2][C:3]([C:5]1[CH:10]=[C:9]([N:11]2[CH2:16][CH2:15][O:14][CH2:13][CH2:12]2)[N:8]=[C:7]([Cl:17])[N:6]=1)=O.[H-].C([Al+]CC(C)C)C(C)C, predict the reaction product. The product is: [Cl:17][C:7]1[N:6]=[C:5]([CH:3]=[O:2])[CH:10]=[C:9]([N:11]2[CH2:12][CH2:13][O:14][CH2:15][CH2:16]2)[N:8]=1. (6) Given the reactants [C:1]([O:5][C:6]([N:8]1[C:16]2[CH:15]=[CH:14][N:13]=[CH:12][C:11]=2[CH:10]=[C:9]1[CH2:17][N:18]1[CH2:22][CH2:21][C@H:20]([NH:23]C(OCC2C=CC=CC=2)=O)[C:19]1=[O:34])=[O:7])([CH3:4])([CH3:3])[CH3:2], predict the reaction product. The product is: [C:1]([O:5][C:6]([N:8]1[C:16]2[CH:15]=[CH:14][N:13]=[CH:12][C:11]=2[CH:10]=[C:9]1[CH2:17][N:18]1[CH2:22][CH2:21][C@H:20]([NH2:23])[C:19]1=[O:34])=[O:7])([CH3:4])([CH3:2])[CH3:3].